Dataset: Forward reaction prediction with 1.9M reactions from USPTO patents (1976-2016). Task: Predict the product of the given reaction. (1) Given the reactants [C:1]([O:5][C@@H:6]([C:11]1[C:40]([CH3:41])=[C:39]([Br:42])[C:38]2=[N:43][C:35]3=[C:36](Br)[N:37]2[C:12]=1[N:13]1[CH2:49][CH2:48][C:16]([CH3:50])([O:17][CH2:18][CH2:19][CH2:20][CH2:21][C@H:22]([CH3:47])[O:23][C:24]2[C:25]([F:46])=[CH:26][CH:27]=[CH:28][C:29]=2[C:30]2[CH:45]=[C:34]3[CH:33]=[CH:32][CH:31]=2)[CH2:15][CH2:14]1)[C:7]([O:9][CH3:10])=[O:8])([CH3:4])([CH3:3])[CH3:2].C([O-])=O.[NH4+], predict the reaction product. The product is: [Br:42][C:39]1[C:38]2=[N:43][C:35]3=[CH:36][N:37]2[C:12]([N:13]2[CH2:14][CH2:15][C:16]([CH3:50])([O:17][CH2:18][CH2:19][CH2:20][CH2:21][C@H:22]([CH3:47])[O:23][C:24]4[C:25]([F:46])=[CH:26][CH:27]=[CH:28][C:29]=4[C:30]4[CH:45]=[C:34]3[CH:33]=[CH:32][CH:31]=4)[CH2:48][CH2:49]2)=[C:11]([C@H:6]([O:5][C:1]([CH3:4])([CH3:3])[CH3:2])[C:7]([O:9][CH3:10])=[O:8])[C:40]=1[CH3:41]. (2) Given the reactants [Br:1][C:2]1[N:3]=[C:4]2[C:10](I)=[CH:9][N:8]([C:12]([C:25]3[CH:30]=[CH:29][CH:28]=[CH:27][CH:26]=3)([C:19]3[CH:24]=[CH:23][CH:22]=[CH:21][CH:20]=3)[C:13]3[CH:18]=[CH:17][CH:16]=[CH:15][CH:14]=3)[C:5]2=[N:6][CH:7]=1.[CH3:31][C:32]1[CH:40]=[C:39]2[C:35]([CH:36]=[C:37](B3OC(C)(C)C(C)(C)O3)[NH:38]2)=[CH:34][CH:33]=1.C(=O)([O-])[O-].[Cs+].[Cs+], predict the reaction product. The product is: [Br:1][C:2]1[N:3]=[C:4]2[C:10]([C:37]3[NH:38][C:39]4[C:35]([CH:36]=3)=[CH:34][CH:33]=[C:32]([CH3:31])[CH:40]=4)=[CH:9][N:8]([C:12]([C:25]3[CH:30]=[CH:29][CH:28]=[CH:27][CH:26]=3)([C:19]3[CH:24]=[CH:23][CH:22]=[CH:21][CH:20]=3)[C:13]3[CH:18]=[CH:17][CH:16]=[CH:15][CH:14]=3)[C:5]2=[N:6][CH:7]=1. (3) Given the reactants [OH:1][C:2]1[CH:11]=[CH:10][CH:9]=[C:8]2[C:3]=1[CH:4]=[CH:5][C:6](Cl)=[N:7]2.[CH3:13][O:14][C:15]1[CH:22]=[CH:21][CH:20]=[CH:19][C:16]=1[CH2:17][NH2:18].[CH3:23][O:24][C:25]1[CH:26]=[C:27]([CH:30]=[CH:31][CH:32]=1)[CH2:28]Br, predict the reaction product. The product is: [CH3:13][O:14][C:15]1[CH:22]=[CH:21][CH:20]=[CH:19][C:16]=1[CH2:17][NH:18][C:6]1[CH:5]=[CH:4][C:3]2[C:8](=[CH:9][CH:10]=[CH:11][C:2]=2[O:1][CH2:28][C:27]2[CH:30]=[CH:31][CH:32]=[C:25]([O:24][CH3:23])[CH:26]=2)[N:7]=1. (4) Given the reactants [NH2:1][C:2]1[CH:15]=[CH:14][C:13]([I:16])=[CH:12][C:3]=1[C:4]([NH:6][CH2:7][C:8]([O:10][CH3:11])=[O:9])=[O:5].C(N(CC)CC)C.[Cl:24][C:25]1[CH:26]=[C:27]([CH:31]=[CH:32][CH:33]=1)[C:28](Cl)=[O:29], predict the reaction product. The product is: [Cl:24][C:25]1[CH:26]=[C:27]([CH:31]=[CH:32][CH:33]=1)[C:28]([NH:1][C:2]1[CH:15]=[CH:14][C:13]([I:16])=[CH:12][C:3]=1[C:4]([NH:6][CH2:7][C:8]([O:10][CH3:11])=[O:9])=[O:5])=[O:29]. (5) Given the reactants CN1CCOCC1.ClC(OCC)=O.[C:14]([O:18][C:19]([NH:21][C@@H:22]([CH2:26][C:27]([O:29][CH3:30])=[O:28])[C:23](O)=[O:24])=[O:20])([CH3:17])([CH3:16])[CH3:15], predict the reaction product. The product is: [C:14]([O:18][C:19]([NH:21][C@H:22]([CH2:23][OH:24])[CH2:26][C:27]([O:29][CH3:30])=[O:28])=[O:20])([CH3:16])([CH3:15])[CH3:17]. (6) Given the reactants [CH:1]1([N:6]2[CH2:11][CH2:10][N:9]([C:12]([C:14]3[CH:15]=[C:16]4[C:20](=[CH:21][CH:22]=3)[NH:19][C:18]([C:23]([N:25]3[CH2:30][CH2:29][C:28]([F:32])([F:31])[CH2:27][CH2:26]3)=[O:24])=[CH:17]4)=[O:13])[CH2:8][CH2:7]2)[CH2:5][CH2:4][CH2:3][CH2:2]1.[H-].[Na+].Br[CH:36]([CH3:38])[CH3:37], predict the reaction product. The product is: [CH:1]1([N:6]2[CH2:7][CH2:8][N:9]([C:12]([C:14]3[CH:15]=[C:16]4[C:20](=[CH:21][CH:22]=3)[N:19]([CH:36]([CH3:38])[CH3:37])[C:18]([C:23]([N:25]3[CH2:26][CH2:27][C:28]([F:31])([F:32])[CH2:29][CH2:30]3)=[O:24])=[CH:17]4)=[O:13])[CH2:10][CH2:11]2)[CH2:5][CH2:4][CH2:3][CH2:2]1. (7) Given the reactants [CH3:1][O:2][C:3]1[CH:8]=[CH:7][CH:6]=[CH:5][C:4]=1[C:9]1[CH:14]=[CH:13][C:12]([C:15]([OH:17])=O)=[CH:11][CH:10]=1.[CH:18]1[CH:19]=[CH:20][N:21]2[CH2:27][C:26]3[CH:28]=[CH:29][CH:30]=[CH:31][C:25]=3[NH:24][CH2:23][C:22]=12.C(N(CC)C(C)C)(C)C, predict the reaction product. The product is: [CH3:1][O:2][C:3]1[CH:8]=[CH:7][CH:6]=[CH:5][C:4]=1[C:9]1[CH:10]=[CH:11][C:12]([C:15]([N:24]2[C:25]3[CH:31]=[CH:30][CH:29]=[CH:28][C:26]=3[CH2:27][N:21]3[CH:20]=[CH:19][CH:18]=[C:22]3[CH2:23]2)=[O:17])=[CH:13][CH:14]=1. (8) The product is: [CH3:19][O:18][C:12]1[CH:11]=[CH:10][C:9]2[C:8]3[C:7](=[C:2]([C:3]([O:5][CH3:6])=[O:4])[NH:22][N:23]=3)[CH:16]([CH3:17])[CH2:15][C:14]=2[CH:13]=1. Given the reactants O/[C:2](=[C:7]1\[C:8](=O)[C:9]2[C:14]([CH2:15][CH:16]\1[CH3:17])=[CH:13][C:12]([O:18][CH3:19])=[CH:11][CH:10]=2)/[C:3]([O:5][CH3:6])=[O:4].Cl.[NH2:22][NH2:23].C([O-])(O)=O.[Na+].O, predict the reaction product. (9) Given the reactants CC(C)([O-])C.[K+].[F:7][C:8]([F:13])([F:12])[CH2:9][CH2:10][OH:11].Cl[C:15]1[CH:24]=[CH:23][C:18]([C:19]([O:21][CH3:22])=[O:20])=[CH:17][N:16]=1.O, predict the reaction product. The product is: [F:7][C:8]([F:13])([F:12])[CH2:9][CH2:10][O:11][C:15]1[CH:24]=[CH:23][C:18]([C:19]([O:21][CH3:22])=[O:20])=[CH:17][N:16]=1.